Dataset: Forward reaction prediction with 1.9M reactions from USPTO patents (1976-2016). Task: Predict the product of the given reaction. (1) The product is: [CH3:62][N:61]1[CH2:58][CH2:60][CH2:66][CH2:64]1.[NH2:67][C@H:68]([C:81]([N:83]([CH2:85][C:86]([NH:88][C@H:89]([C:41]([NH:18][C:16]([O:15][CH2:14][CH:12]1[C:13]2[C:5](=[CH:4][CH:3]=[CH:2][CH:1]=2)[C:6]2[C:11]1=[CH:10][CH:9]=[CH:8][CH:7]=2)=[O:17])=[O:40])[C@@H:64]([CH3:66])[OH:57])=[O:87])[CH3:84])=[O:82])[CH2:69][CH2:70][CH2:71][NH:72][NH:73][C:74]([O:76][C:77]([CH3:79])([CH3:80])[CH3:78])=[O:75]. Given the reactants [CH:1]1[C:13]2[CH:12]([CH2:14][O:15][C:16]([NH:18][C@H](C(O)=O)[C@@H](C)O)=[O:17])[C:11]3[C:6](=[CH:7][CH:8]=[CH:9][CH:10]=3)[C:5]=2[CH:4]=[CH:3][CH:2]=1.F[B-](F)(F)F.N1([O:40][C:41](N(C)C)=[N+](C)C)C2C=CC=CC=2N=N1.C1C=CC2N([OH:57])N=NC=2C=1.[CH:58]([N:61]([CH:64]([CH3:66])C)[CH2:62]C)([CH3:60])C.[NH2:67][C@H:68]([C:81]([N:83]([CH2:85][C:86]([NH:88][CH3:89])=[O:87])[CH3:84])=[O:82])[CH2:69][CH2:70][CH2:71][NH:72][NH:73][C:74]([O:76][C:77]([CH3:80])([CH3:79])[CH3:78])=[O:75], predict the reaction product. (2) The product is: [CH:54]1([C@@H:57]([NH:61][C:62]([C:13]2[C:14]([NH:20][C:10]([NH:9][C:3]3[C:2]([CH3:1])=[CH:7][CH:6]=[CH:5][C:4]=3[CH3:8])=[O:11])=[CH:15][C:16]3[C:17](=[CH:28][CH:23]=[CH:24][CH:25]=3)[CH:18]=2)=[O:64])[C:58]([OH:60])=[O:59])[CH2:53][CH2:52][CH2:51][CH2:56][CH2:55]1. Given the reactants [CH3:1][C:2]1[CH:7]=[CH:6][CH:5]=[C:4]([CH3:8])[C:3]=1[N:9]=[C:10]=[O:11].Cl[C:13]1[CH:18]=[CH:17][CH:16]=[C:15](C)[C:14]=1[N:20]=C=O.[CH2:23]1[CH2:28]CC(N(C(OCC2C3C(=CC=CC=3)C3C2=CC=CC=3)=O)CC(O)=O)[CH2:25][CH2:24]1.[CH2:51]1[CH2:56][CH2:55][CH:54]([C@H:57]([NH:61][C:62]([O:64]CC2C3C(=CC=CC=3)C3C2=CC=CC=3)=O)[C:58]([OH:60])=[O:59])[CH2:53][CH2:52]1, predict the reaction product. (3) Given the reactants [NH2:1][C:2]1[C:6]([Cl:7])=[CH:5][N:4]([CH2:8][C:9]([OH:11])=[O:10])[N:3]=1.[Si](C=[N+]=[N-])(C)(C)[CH3:13], predict the reaction product. The product is: [NH2:1][C:2]1[C:6]([Cl:7])=[CH:5][N:4]([CH2:8][C:9]([O:11][CH3:13])=[O:10])[N:3]=1. (4) The product is: [F:1][C:2]1[CH:15]=[CH:14][CH:13]=[C:12]([F:16])[C:3]=1[C:4]([NH:6][C:7]1[CH:11]=[CH:10][N:9]([CH2:42][C:39]2[CH:40]=[CH:41][C:36]([O:35][C:32]3[CH:33]=[CH:34][CH:29]=[CH:30][CH:31]=3)=[CH:37][C:38]=2[C:44]([F:45])([F:46])[F:47])[N:8]=1)=[O:5]. Given the reactants [F:1][C:2]1[CH:15]=[CH:14][CH:13]=[C:12]([F:16])[C:3]=1[C:4]([NH:6][C:7]1[CH:11]=[CH:10][NH:9][N:8]=1)=[O:5].C[Si]([N-][Si](C)(C)C)(C)C.[Li+].BrC[C:29]1[CH:34]=[CH:33][C:32]([O:35][C:36]2[CH:41]=[CH:40][C:39]([CH2:42]Br)=[C:38]([C:44]([F:47])([F:46])[F:45])[CH:37]=2)=[CH:31][C:30]=1C(F)(F)F, predict the reaction product. (5) Given the reactants [NH:1]1[CH2:6][CH2:5][O:4][CH2:3][CH2:2]1.Br[C:8]1[O:9][CH:10]=[C:11]([C:13]([O:15][CH2:16][CH3:17])=[O:14])[N:12]=1, predict the reaction product. The product is: [O:4]1[CH2:5][CH2:6][N:1]([C:8]2[O:9][CH:10]=[C:11]([C:13]([O:15][CH2:16][CH3:17])=[O:14])[N:12]=2)[CH2:2][CH2:3]1. (6) Given the reactants [F:1][C:2]1[CH:13]=[CH:12][C:11]([F:14])=[CH:10][C:3]=1[C:4]([NH:6][CH:7]([CH3:9])[CH3:8])=O.[H-].[Al+3].[Li+].[H-].[H-].[H-].CO.C(Cl)Cl, predict the reaction product. The product is: [F:1][C:2]1[CH:13]=[CH:12][C:11]([F:14])=[CH:10][C:3]=1[CH2:4][NH:6][CH:7]([CH3:9])[CH3:8].